Dataset: Reaction yield outcomes from USPTO patents with 853,638 reactions. Task: Predict the reaction yield, written as a fraction of the theoretical maximum amount of product (1.0 means a 100% yield; for example, 0.34 means a 34% yield). (1) No catalyst specified. The reactants are [CH2:1]([O:3][C:4](=[O:22])[CH2:5][NH:6][CH2:7][CH2:8][NH:9][S:10]([C:13]1[S:14][C:15]2[CH:21]=[CH:20][CH:19]=[CH:18][C:16]=2[N:17]=1)(=[O:12])=[O:11])[CH3:2].[CH3:23][O:24][C:25]1[CH:49]=[CH:48][C:28]([CH2:29][O:30][C:31]([NH:33][C:34]2[NH:35][C:36](=[O:47])[C:37]3[N:38]=[CH:39][N:40]([CH2:43][C:44](O)=[O:45])[C:41]=3[N:42]=2)=[O:32])=[CH:27][CH:26]=1. The product is [CH2:1]([O:3][C:4](=[O:22])[CH2:5][N:6]([CH2:7][CH2:8][NH:9][S:10]([C:13]1[S:14][C:15]2[CH:21]=[CH:20][CH:19]=[CH:18][C:16]=2[N:17]=1)(=[O:12])=[O:11])[C:44](=[O:45])[CH2:43][N:40]1[CH:39]=[N:38][C:37]2[C:36](=[O:47])[NH:35][C:34]([NH:33][C:31]([O:30][CH2:29][C:28]3[CH:48]=[CH:49][C:25]([O:24][CH3:23])=[CH:26][CH:27]=3)=[O:32])=[N:42][C:41]1=2)[CH3:2]. The yield is 0.780. (2) The reactants are [H-].[Na+].[CH3:3][O:4][C:5]([C:7]1[N:11]=[C:10]([Cl:12])[NH:9][N:8]=1)=[O:6].[CH3:13][Si:14]([CH2:17][CH2:18][O:19][CH2:20]Cl)([CH3:16])[CH3:15]. The catalyst is CN(C=O)C. The product is [CH3:3][O:4][C:5]([C:7]1[N:11]=[C:10]([Cl:12])[N:9]([CH2:20][O:19][CH2:18][CH2:17][Si:14]([CH3:16])([CH3:15])[CH3:13])[N:8]=1)=[O:6]. The yield is 0.580. (3) The reactants are [NH2:1][C:2]1[CH:6]=[C:5]([CH2:7][CH3:8])[NH:4][N:3]=1.CS[C:11](=[N:13][C:14](=O)[C:15]1[CH:20]=[CH:19][C:18]([Cl:21])=[CH:17][C:16]=1[Cl:22])[CH3:12]. The catalyst is O1CCOCC1. The product is [Cl:22][C:16]1[CH:17]=[C:18]([Cl:21])[CH:19]=[CH:20][C:15]=1[C:14]1[N:3]2[N:4]=[C:5]([CH2:7][CH3:8])[CH:6]=[C:2]2[N:1]=[C:11]([CH3:12])[N:13]=1. The yield is 0.140. (4) The reactants are [CH3:1][O:2][C:3]([C:5]1([C:8]2[CH:13]=[CH:12][C:11]([OH:14])=[C:10]([N+:15]([O-])=O)[CH:9]=2)[CH2:7][CH2:6]1)=[O:4]. The catalyst is CO.[Ni]. The product is [CH3:1][O:2][C:3]([C:5]1([C:8]2[CH:13]=[CH:12][C:11]([OH:14])=[C:10]([NH2:15])[CH:9]=2)[CH2:7][CH2:6]1)=[O:4]. The yield is 0.740. (5) The reactants are [F:1][C:2]1[CH:7]=[CH:6][C:5]([N:8]2[C:12]([N:13]([CH3:15])[CH3:14])=[C:11]([NH2:16])[CH:10]=[N:9]2)=[CH:4][CH:3]=1.[CH3:17][C:18]1[N:19]([CH:27]([CH3:31])[C:28](O)=[O:29])[CH:20]=[C:21]([C:23]([F:26])([F:25])[F:24])[N:22]=1.CN(C(ON1N=NC2C=CC=NC1=2)=[N+](C)C)C.F[P-](F)(F)(F)(F)F.CCN(CC)CC. The catalyst is C(Cl)Cl.C(=O)(O)[O-].[Na+]. The product is [CH3:15][N:13]([CH3:14])[C:12]1[N:8]([C:5]2[CH:4]=[CH:3][C:2]([F:1])=[CH:7][CH:6]=2)[N:9]=[CH:10][C:11]=1[NH:16][C:28](=[O:29])[CH:27]([N:19]1[CH:20]=[C:21]([C:23]([F:24])([F:26])[F:25])[N:22]=[C:18]1[CH3:17])[CH3:31]. The yield is 0.250.